This data is from Full USPTO retrosynthesis dataset with 1.9M reactions from patents (1976-2016). The task is: Predict the reactants needed to synthesize the given product. (1) Given the product [Cl:1][C:2]1[CH:9]=[C:8]([N:10]([CH2:16][C:17]2[CH:22]=[CH:21][CH:20]=[CH:19][C:18]=2[Cl:23])[C@H:11]2[CH2:15][CH2:14][N:13]([S:30]([C:28]3[N:27]=[C:26]([CH3:34])[N:25]([CH3:24])[CH:29]=3)(=[O:32])=[O:31])[CH2:12]2)[CH:7]=[CH:6][C:3]=1[C:4]#[N:5], predict the reactants needed to synthesize it. The reactants are: [Cl:1][C:2]1[CH:9]=[C:8]([N:10]([CH2:16][C:17]2[CH:22]=[CH:21][CH:20]=[CH:19][C:18]=2[Cl:23])[C@H:11]2[CH2:15][CH2:14][NH:13][CH2:12]2)[CH:7]=[CH:6][C:3]=1[C:4]#[N:5].[CH3:24][N:25]1[CH:29]=[C:28]([S:30](Cl)(=[O:32])=[O:31])[N:27]=[C:26]1[CH3:34]. (2) Given the product [CH3:13][O:12][CH2:11][CH2:10][NH:9][C:7]([C:6]1[C:5]([F:15])=[CH:4][C:3]2[N:16]([CH3:33])[C:17]([NH:18][C:19]3[S:20][C:21]4[CH:27]=[C:26]([O:28][C:29]([F:32])([F:30])[F:31])[CH:25]=[CH:24][C:22]=4[N:23]=3)=[N:1][C:2]=2[CH:14]=1)=[O:8], predict the reactants needed to synthesize it. The reactants are: [NH2:1][C:2]1[C:3]([NH:16][CH3:17])=[CH:4][C:5]([F:15])=[C:6]([CH:14]=1)[C:7]([NH:9][CH2:10][CH2:11][O:12][CH3:13])=[O:8].[NH2:18][C:19]1[S:20][C:21]2[CH:27]=[C:26]([O:28][C:29]([F:32])([F:31])[F:30])[CH:25]=[CH:24][C:22]=2[N:23]=1.[C:33](N1C=CN=C1)(N1C=CN=C1)=S.